This data is from Catalyst prediction with 721,799 reactions and 888 catalyst types from USPTO. The task is: Predict which catalyst facilitates the given reaction. Reactant: Cl[CH2:2][C:3]([N:5]1[C@@H:9]([C:10]#[C:11][CH3:12])[CH2:8][CH2:7][C@H:6]1[C:13]#[N:14])=[O:4].[NH2:15][C:16]1([CH2:21][OH:22])[CH2:20][CH2:19][CH2:18][CH2:17]1. Product: [OH:22][CH2:21][C:16]1([NH:15][CH2:2][C:3]([N:5]2[C@@H:9]([C:10]#[C:11][CH3:12])[CH2:8][CH2:7][C@H:6]2[C:13]#[N:14])=[O:4])[CH2:20][CH2:19][CH2:18][CH2:17]1. The catalyst class is: 10.